From a dataset of Human Reference Interactome with 51,813 positive PPI pairs across 8,248 proteins, plus equal number of experimentally-validated negative pairs. Binary Classification. Given two protein amino acid sequences, predict whether they physically interact or not. (1) Protein 1 (ENSG00000164038) has sequence MGDEDKRITYEDSEPSTGMNYTPSMHQEAQEETVMKLKGIDANEPTEGSILLKSSEKKLQETPTEANHVQRLRQMLACPPHGLLDRVITNVTIIVLLWAVVWSITGSECLPGGNLFGIIILFYCAIIGGKLLGLIKLPTLPPLPSLLGMLLAGFLIRNIPVINDNVQIKHKWSSSLRSIALSIILVRAGLGLDSKALKKLKGVCVRLSMGPCIVEACTSALLAHYLLGLPWQWGFILGFVLGAVSPAVVVPSMLLLQGGGYGVEKGVPTLLMAAGSFDDILAITGFNTCLGIAFSTGSTV.... Protein 2 (ENSG00000187754) has sequence MNGDDAFARRPRAGAQIPEKIQKSFDDIAKYFSKKEWEKMKSLEKISYVYMKRKYEAMTKLGFKATLPPFMHNTGATDLQGNDFDNDRNQGNQVERPQMTFCRLQRIFPKIMPKKPAEEGNDSKGVPEASGSQNDGKHLCPPGKPSTSEKINKTSGPKRGKHAWTHRLRERKQLVIYEEISDPEEDDE*. Result: 0 (the proteins do not interact). (2) Protein 1 (ENSG00000155659) has sequence MGILLGLLLLGHLTVDTYGRPILEVPESVTGPWKGDVNLPCTYDPLQGYTQVLVKWLVQRGSDPVTIFLRDSSGDHIQQAKYQGRLHVSHKVPGDVSLQLSTLEMDDRSHYTCEVTWQTPDGNQVVRDKITELRVQKLSVSKPTVTTGSGYGFTVPQGMRISLQCQARGSPPISYIWYKQQTNNQEPIKVATLSTLLFKPAVIADSGSYFCTAKGQVGSEQHSDIVKFVVKDSSKLLKTKTEAPTTMTYPLKATSTVKQSWDWTTDMDGYLGETSAGPGKSLPVFAIILIISLCCMVVFT.... Protein 2 (ENSG00000178814) has sequence MSLLSSYEGLRQEIQRLAQENEELRRLVQLIQENQELKLVLRNRGSSLGFCSSGFLAEVAASPWLPRRRTIKFKNAERVFPGLPAEELLWDSSPTTMGSPEGRFHFAIDRGGTFTDVFAQCPGGHVRVLKLLSEDPANYADAPTEGIRRILEQEAGMLLPRDQPLDSSHIASIRMGTTVATNALLERKGERVALLVTRGFRDLLHIGTQARGDLFDLAVPMPEVLYEEVLEVDERVVLHRGEAGTGTPVKGRTGMGSPEGRFHFAIDRGGTFTDVFAQCPGGHVRVLKLLSEDPANYADA.... Result: 0 (the proteins do not interact).